From a dataset of Catalyst prediction with 721,799 reactions and 888 catalyst types from USPTO. Predict which catalyst facilitates the given reaction. (1) Reactant: [CH3:1][C:2]([C:5]1[CH:30]=[CH:29][C:8]([C:9]([NH:11][C:12]2[S:13][C:14]([CH2:17][S:18][C:19]3[CH:20]=[CH:21][C:22]([CH3:28])=[C:23]([CH:27]=3)[C:24](O)=[O:25])=[CH:15][N:16]=2)=[O:10])=[CH:7][CH:6]=1)([CH3:4])[CH3:3].[N:31]1[CH:36]=[CH:35][CH:34]=[N:33][C:32]=1[N:37]1[CH2:42][CH2:41][NH:40][CH2:39][CH2:38]1.F[P-](F)(F)(F)(F)F.N1(O[P+](N(C)C)(N(C)C)N(C)C)C2C=CC=CC=2N=N1.CN1CCOCC1. Product: [CH3:1][C:2]([C:5]1[CH:30]=[CH:29][C:8]([C:9]([NH:11][C:12]2[S:13][C:14]([CH2:17][S:18][C:19]3[CH:20]=[CH:21][C:22]([CH3:28])=[C:23]([C:24]([N:40]4[CH2:41][CH2:42][N:37]([C:32]5[N:31]=[CH:36][CH:35]=[CH:34][N:33]=5)[CH2:38][CH2:39]4)=[O:25])[CH:27]=3)=[CH:15][N:16]=2)=[O:10])=[CH:7][CH:6]=1)([CH3:4])[CH3:3]. The catalyst class is: 39. (2) Reactant: [F:1][C:2]1[C:7]([O:8][CH2:9][CH2:10][CH2:11][N:12]2[CH2:17][CH2:16][CH2:15][CH2:14][CH2:13]2)=[CH:6][C:5]([NH2:18])=[C:4]([N+:19]([O-])=O)[CH:3]=1.[H][H]. Product: [F:1][C:2]1[CH:3]=[C:4]([NH2:19])[C:5]([NH2:18])=[CH:6][C:7]=1[O:8][CH2:9][CH2:10][CH2:11][N:12]1[CH2:17][CH2:16][CH2:15][CH2:14][CH2:13]1. The catalyst class is: 19. (3) Reactant: [NH2:1][C:2]1[C:7]([C:8]#[N:9])=[C:6]([NH:10][C@H:11]([C:13]2[NH:17][C:16]3[C:18]([S:22]([CH3:25])(=[O:24])=[O:23])=[CH:19][CH:20]=[CH:21][C:15]=3[N:14]=2)[CH3:12])[N:5]=[CH:4][N:3]=1.C(=O)([O-])[O-].[K+].[K+].[F:32][C:33]1[CH:40]=[CH:39][C:36]([CH2:37]Br)=[CH:35][CH:34]=1. Product: [NH2:1][C:2]1[C:7]([C:8]#[N:9])=[C:6]([NH:10][C@H:11]([C:13]2[N:14]([CH2:37][C:36]3[CH:39]=[CH:40][C:33]([F:32])=[CH:34][CH:35]=3)[C:15]3[CH:21]=[CH:20][CH:19]=[C:18]([S:22]([CH3:25])(=[O:24])=[O:23])[C:16]=3[N:17]=2)[CH3:12])[N:5]=[CH:4][N:3]=1. The catalyst class is: 31.